Dataset: Catalyst prediction with 721,799 reactions and 888 catalyst types from USPTO. Task: Predict which catalyst facilitates the given reaction. (1) Reactant: [CH2:1]([O:3][C:4]([CH:6]1[CH2:10][CH2:9][CH2:8][C:7]1=O)=[O:5])[CH3:2].Cl.[CH:13]1([CH2:17][NH2:18])[CH2:16][CH2:15][CH2:14]1.C([O-])(=O)C.[Na+].C([BH3-])#N.[Na+].C(=O)(O)[O-].[Na+]. The catalyst class is: 125. Product: [CH2:1]([O:3][C:4]([CH:6]1[CH2:10][CH2:9][CH2:8][CH:7]1[NH:18][CH2:17][CH:13]1[CH2:16][CH2:15][CH2:14]1)=[O:5])[CH3:2]. (2) Reactant: [BH4-].[Na+].C(O)C.[CH:6]([C:8]1[CH:9]=[CH:10][CH:11]=[C:12]2[C:17]=1[N:16]([C:18]([O:20][C:21]([CH3:24])([CH3:23])[CH3:22])=[O:19])[CH2:15][CH2:14][CH2:13]2)=[O:7]. Product: [OH:7][CH2:6][C:8]1[CH:9]=[CH:10][CH:11]=[C:12]2[C:17]=1[N:16]([C:18]([O:20][C:21]([CH3:24])([CH3:23])[CH3:22])=[O:19])[CH2:15][CH2:14][CH2:13]2. The catalyst class is: 6.